Predict the reactants needed to synthesize the given product. From a dataset of Full USPTO retrosynthesis dataset with 1.9M reactions from patents (1976-2016). (1) Given the product [C:16]([O:15][CH:9]([C:3]1[C:2]([C:23]2[CH:22]=[C:21]([F:20])[C:30]3[O:29][CH2:28][CH2:27][CH2:26][C:25]=3[C:24]=2[CH3:31])=[C:6]([Cl:7])[S:5][C:4]=1[CH3:8])[C:10]([O:12][CH2:13][CH3:14])=[O:11])([CH3:19])([CH3:18])[CH3:17], predict the reactants needed to synthesize it. The reactants are: Br[C:2]1[C:3]([CH:9]([O:15][C:16]([CH3:19])([CH3:18])[CH3:17])[C:10]([O:12][CH2:13][CH3:14])=[O:11])=[C:4]([CH3:8])[S:5][C:6]=1[Cl:7].[F:20][C:21]1[C:30]2[O:29][CH2:28][CH2:27][CH2:26][C:25]=2[C:24]([CH3:31])=[C:23](B2OC(C)(C)C(C)(C)O2)[CH:22]=1.C(=O)([O-])[O-].[K+].[K+]. (2) Given the product [CH2:35]([S:37]([O:34][C:11]1[CH:12]=[CH:13][C:14]([NH:15][C:16]([C:18]2[C:27]3[C:22](=[CH:23][CH:24]=[CH:25][CH:26]=3)[C:21]([CH2:28][N:29]3[CH:33]=[CH:32][N:31]=[N:30]3)=[CH:20][CH:19]=2)=[O:17])=[C:9]([C:7]([NH:6][CH2:5][CH:1]2[CH2:4][CH2:3][CH2:2]2)=[O:8])[N:10]=1)(=[O:39])=[O:38])[CH3:36], predict the reactants needed to synthesize it. The reactants are: [CH:1]1([CH2:5][NH:6][C:7]([C:9]2[C:14]([NH:15][C:16]([C:18]3[C:27]4[C:22](=[CH:23][CH:24]=[CH:25][CH:26]=4)[C:21]([CH2:28][N:29]4[CH:33]=[CH:32][N:31]=[N:30]4)=[CH:20][CH:19]=3)=[O:17])=[CH:13][CH:12]=[C:11]([OH:34])[N:10]=2)=[O:8])[CH2:4][CH2:3][CH2:2]1.[CH2:35]([S:37](Cl)(=[O:39])=[O:38])[CH3:36]. (3) Given the product [CH2:4]([O:11][C:12]1[CH:17]=[C:16]([O:18][CH2:19][C:20]2[CH:21]=[CH:22][CH:23]=[CH:24][CH:25]=2)[C:15]([CH:26]([CH3:27])[CH3:28])=[CH:14][C:13]=1[C:29]1[O:33][N:32]=[C:31]([C:34]([NH:35][CH2:36][CH3:37])=[O:38])[C:30]=1[CH:39]1[O:43][N:42]=[C:41]([C:44](=[O:46])[NH:3][CH2:1][CH3:2])[CH2:40]1)[C:5]1[CH:10]=[CH:9][CH:8]=[CH:7][CH:6]=1, predict the reactants needed to synthesize it. The reactants are: [CH2:1]([NH2:3])[CH3:2].[CH2:4]([O:11][C:12]1[CH:17]=[C:16]([O:18][CH2:19][C:20]2[CH:25]=[CH:24][CH:23]=[CH:22][CH:21]=2)[C:15]([CH:26]([CH3:28])[CH3:27])=[CH:14][C:13]=1[C:29]1[O:33][N:32]=[C:31]([C:34](=[O:38])[NH:35][CH2:36][CH3:37])[C:30]=1[CH:39]1[O:43][N:42]=[C:41]([C:44]([O:46]CC)=O)[CH2:40]1)[C:5]1[CH:10]=[CH:9][CH:8]=[CH:7][CH:6]=1. (4) Given the product [C:18]([CH2:17][C:14]1[CH:15]=[CH:16][C:11]([CH2:8][CH:3]([C:2](=[O:1])[CH3:9])[C:4]([O:6][CH3:7])=[O:5])=[CH:12][CH:13]=1)#[N:19], predict the reactants needed to synthesize it. The reactants are: [OH:1][CH:2]([CH3:9])[C:3](=[CH2:8])[C:4]([O:6][CH3:7])=[O:5].Br[C:11]1[CH:16]=[CH:15][C:14]([CH2:17][C:18]#[N:19])=[CH:13][CH:12]=1.C([O-])(O)=O.[Na+]. (5) Given the product [OH:1][CH:2]1[CH2:3][CH2:4][N:5]([C:8]2[S:9][CH:10]=[C:11]([CH:13]([N:18]3[CH2:24][CH2:23][CH2:22][N:21]([C:25]4[C:26]([O:35][CH3:36])=[CH:27][CH:28]=[C:29]5[C:34]=4[N:33]=[CH:32][CH:31]=[CH:30]5)[CH2:20][CH2:19]3)[CH2:14][C:15]([N:41]3[CH2:42][CH2:43][N:38]([CH3:37])[CH2:39][CH2:40]3)=[O:16])[N:12]=2)[CH2:6][CH2:7]1, predict the reactants needed to synthesize it. The reactants are: [OH:1][CH:2]1[CH2:7][CH2:6][N:5]([C:8]2[S:9][CH:10]=[C:11]([CH:13]([N:18]3[CH2:24][CH2:23][CH2:22][N:21]([C:25]4[C:26]([O:35][CH3:36])=[CH:27][CH:28]=[C:29]5[C:34]=4[N:33]=[CH:32][CH:31]=[CH:30]5)[CH2:20][CH2:19]3)[CH2:14][C:15](O)=[O:16])[N:12]=2)[CH2:4][CH2:3]1.[CH3:37][N:38]1[CH2:43][CH2:42][NH:41][CH2:40][CH2:39]1.CCN(CC)CC.CN(C(ON1N=NC2C=CC=NC1=2)=[N+](C)C)C.F[P-](F)(F)(F)(F)F. (6) Given the product [S:27]([C:31]1[CH:32]=[C:33]([NH:37][C:12]([C:11]2[CH:10]=[N:9][N:8]3[C:3]([CH:2]([F:26])[F:1])=[CH:4][C:5]([C:15]4[CH:20]=[CH:19][C:18]([C:21]([F:24])([F:23])[F:22])=[C:17]([F:25])[CH:16]=4)=[N:6][C:7]=23)=[O:14])[CH:34]=[CH:35][CH:36]=1)(=[O:29])(=[O:30])[NH2:28], predict the reactants needed to synthesize it. The reactants are: [F:1][CH:2]([F:26])[C:3]1[N:8]2[N:9]=[CH:10][C:11]([C:12]([OH:14])=O)=[C:7]2[N:6]=[C:5]([C:15]2[CH:20]=[CH:19][C:18]([C:21]([F:24])([F:23])[F:22])=[C:17]([F:25])[CH:16]=2)[CH:4]=1.[S:27]([C:31]1[CH:32]=[C:33]([NH2:37])[CH:34]=[CH:35][CH:36]=1)(=[O:30])(=[O:29])[NH2:28]. (7) Given the product [Br:12][C:8]1[C:3]([O:2][CH3:1])=[C:4]([OH:11])[C:5]([O:9][CH3:10])=[CH:6][CH:7]=1, predict the reactants needed to synthesize it. The reactants are: [CH3:1][O:2][C:3]1[CH:8]=[CH:7][CH:6]=[C:5]([O:9][CH3:10])[C:4]=1[OH:11].[Br:12]Br. (8) Given the product [C:1]([O:5][C:6]([N:8]1[CH2:12][C@@H:11]([CH2:13][O:14][CH3:26])[CH2:10][C@H:9]1[C:15]([O:17][C:18]([CH3:21])([CH3:20])[CH3:19])=[O:16])=[O:7])([CH3:3])([CH3:4])[CH3:2], predict the reactants needed to synthesize it. The reactants are: [C:1]([O:5][C:6]([N:8]1[CH2:12][C@@H:11]([CH2:13][OH:14])[CH2:10][C@H:9]1[C:15]([O:17][C:18]([CH3:21])([CH3:20])[CH3:19])=[O:16])=[O:7])([CH3:4])([CH3:3])[CH3:2].S([O-])(O[CH3:26])(=O)=O.[OH-].[Na+]. (9) Given the product [CH3:31][N:2]([CH3:1])[C:3]([C:5]1[CH:22]=[C:21]([OH:23])[C:8]2[N:9]=[C:10]([CH3:20])[N:11]([CH2:12][O:13][CH2:14][CH2:15][Si:16]([CH3:17])([CH3:18])[CH3:19])[C:7]=2[CH:6]=1)=[O:4], predict the reactants needed to synthesize it. The reactants are: [CH3:1][N:2]([CH3:31])[C:3]([C:5]1[CH:22]=[C:21]([O:23]CC2C=CC=CC=2)[C:8]2[N:9]=[C:10]([CH3:20])[N:11]([CH2:12][O:13][CH2:14][CH2:15][Si:16]([CH3:19])([CH3:18])[CH3:17])[C:7]=2[CH:6]=1)=[O:4]. (10) Given the product [F:1][C:2]1[CH:7]=[CH:6][CH:5]=[C:4]([O:13][CH3:12])[C:3]=1[N+:9]([O-:11])=[O:10], predict the reactants needed to synthesize it. The reactants are: [F:1][C:2]1[CH:7]=[CH:6][CH:5]=[C:4](F)[C:3]=1[N+:9]([O-:11])=[O:10].[CH3:12][O-:13].[Na+].